This data is from Forward reaction prediction with 1.9M reactions from USPTO patents (1976-2016). The task is: Predict the product of the given reaction. (1) Given the reactants [N+:1]([C:4]1[CH:5]=[C:6]2[C:26](=[CH:27][CH:28]=1)[CH2:25][C:8]1([C:16]3[C:11](=[N:12][CH:13]=[CH:14][CH:15]=3)[N:10]([CH2:17][O:18][CH2:19][CH2:20][Si:21]([CH3:24])([CH3:23])[CH3:22])[CH2:9]1)[CH2:7]2)([O-])=O.CC[OH:31], predict the reaction product. The product is: [NH2:1][C:4]1[CH:5]=[C:6]2[C:26](=[CH:27][CH:28]=1)[CH2:25][C@@:8]1([C:16]3[C:11](=[N:12][CH:13]=[CH:14][CH:15]=3)[N:10]([CH2:17][O:18][CH2:19][CH2:20][Si:21]([CH3:24])([CH3:23])[CH3:22])[C:9]1=[O:31])[CH2:7]2. (2) Given the reactants [C:1]([C:3]1[CH:8]=[CH:7][C:6]([N:9]([CH2:14][CH3:15])[CH2:10][C:11]([OH:13])=O)=[CH:5][C:4]=1[C:16]([F:19])([F:18])[F:17])#[N:2].[CH:20]1([CH2:23][NH2:24])[CH2:22][CH2:21]1, predict the reaction product. The product is: [C:1]([C:3]1[CH:8]=[CH:7][C:6]([N:9]([CH2:14][CH3:15])[CH2:10][C:11]([NH:24][CH2:23][CH:20]2[CH2:22][CH2:21]2)=[O:13])=[CH:5][C:4]=1[C:16]([F:19])([F:18])[F:17])#[N:2]. (3) The product is: [CH:1]1([NH:7][C:8]2[CH:17]=[C:16]3[C:11]([C:12](=[O:25])[C:13]([CH2:22][OH:23])=[C:14]4[CH2:21][CH2:20][CH2:19][CH2:18][N:15]43)=[CH:10][C:9]=2[F:26])[CH2:2][CH2:3][CH2:4][CH2:5][CH2:6]1. Given the reactants [CH:1]1([NH:7][C:8]2[CH:17]=[C:16]3[C:11]([C:12](=[O:25])[C:13]([C:22](O)=[O:23])=[C:14]4[CH2:21][CH2:20][CH2:19][CH2:18][N:15]43)=[CH:10][C:9]=2[F:26])[CH2:6][CH2:5][CH2:4][CH2:3][CH2:2]1.ClC(OCC(C)C)=O.[BH4-].[Na+].[Cl-].[NH4+], predict the reaction product. (4) The product is: [C:1]([C:4]1[CH:9]=[CH:8][C:7]([N:10]2[CH2:11][CH2:12][N:13]([C:16]([C:18]3[CH:19]=[C:20]([CH:24]=[CH:25][C:26]=3[N:27]3[CH2:32][CH2:31][O:30][CH2:29][CH2:28]3)[C:21]([N:35]([CH3:36])[CH3:34])=[O:23])=[O:17])[CH2:14][CH2:15]2)=[C:6]([F:33])[CH:5]=1)(=[O:3])[CH3:2]. Given the reactants [C:1]([C:4]1[CH:9]=[CH:8][C:7]([N:10]2[CH2:15][CH2:14][N:13]([C:16]([C:18]3[CH:19]=[C:20]([CH:24]=[CH:25][C:26]=3[N:27]3[CH2:32][CH2:31][O:30][CH2:29][CH2:28]3)[C:21]([OH:23])=O)=[O:17])[CH2:12][CH2:11]2)=[C:6]([F:33])[CH:5]=1)(=[O:3])[CH3:2].[CH3:34][NH:35][CH3:36], predict the reaction product.